This data is from Catalyst prediction with 721,799 reactions and 888 catalyst types from USPTO. The task is: Predict which catalyst facilitates the given reaction. (1) Reactant: [OH:1][C:2]1[CH:7]=[CH:6][C:5]([C:8]2[N:12]([CH:13]3[CH2:18][CH2:17][CH2:16][CH2:15][CH2:14]3)[C:11]3[CH:19]=[CH:20][C:21]([C:23]#[N:24])=[CH:22][C:10]=3[N:9]=2)=[CH:4][CH:3]=1.C(=O)([O-])[O-].[Cs+].[Cs+].Br[CH2:32][C:33]1[CH:38]=[C:37]([O:39][CH3:40])[CH:36]=[CH:35][C:34]=1[C:41]1[CH:46]=[CH:45][C:44]([Cl:47])=[CH:43][CH:42]=1. Product: [Cl:47][C:44]1[CH:43]=[CH:42][C:41]([C:34]2[CH:35]=[CH:36][C:37]([O:39][CH3:40])=[CH:38][C:33]=2[CH2:32][O:1][C:2]2[CH:7]=[CH:6][C:5]([C:8]3[N:12]([CH:13]4[CH2:14][CH2:15][CH2:16][CH2:17][CH2:18]4)[C:11]4[CH:19]=[CH:20][C:21]([C:23]#[N:24])=[CH:22][C:10]=4[N:9]=3)=[CH:4][CH:3]=2)=[CH:46][CH:45]=1. The catalyst class is: 3. (2) Reactant: Br.[Br:2][CH2:3][CH2:4][NH2:5].[OH-].[Na+].Cl[C:9]([O:11][CH2:12][C:13]1[CH:18]=[CH:17][CH:16]=[CH:15][CH:14]=1)=[O:10].CCOCC. Product: [CH2:12]([O:11][C:9](=[O:10])[NH:5][CH2:4][CH2:3][Br:2])[C:13]1[CH:18]=[CH:17][CH:16]=[CH:15][CH:14]=1. The catalyst class is: 12.